From a dataset of Full USPTO retrosynthesis dataset with 1.9M reactions from patents (1976-2016). Predict the reactants needed to synthesize the given product. The reactants are: Cl.[S:2]1[CH:6]=[CH:5][C:4]([C:7](=[NH:9])[NH2:8])=[CH:3]1.[Cl:10][C:11]([SH:14])(Cl)Cl.[OH-].[Na+]. Given the product [Cl:10][C:11]1[S:14][N:8]=[C:7]([C:4]2[CH:5]=[CH:6][S:2][CH:3]=2)[N:9]=1, predict the reactants needed to synthesize it.